Dataset: Full USPTO retrosynthesis dataset with 1.9M reactions from patents (1976-2016). Task: Predict the reactants needed to synthesize the given product. (1) Given the product [O:30]=[CH:2][CH2:1][C:4]1[C:12]2[C:11]([C:13]([O:15][CH3:16])=[O:14])=[CH:10][CH:9]=[CH:8][C:7]=2[N:6]([S:17]([C:20]2[CH:25]=[CH:24][CH:23]=[CH:22][CH:21]=2)(=[O:19])=[O:18])[CH:5]=1, predict the reactants needed to synthesize it. The reactants are: [CH2:1]([C:4]1[C:12]2[C:11]([C:13]([O:15][CH3:16])=[O:14])=[CH:10][CH:9]=[CH:8][C:7]=2[N:6]([S:17]([C:20]2[CH:25]=[CH:24][CH:23]=[CH:22][CH:21]=2)(=[O:19])=[O:18])[CH:5]=1)[CH:2]=C.C[N+]1([O-])CC[O:30]CC1.O1CCCC1.O.I([O-])(=O)(=O)=O.[Na+]. (2) Given the product [CH:1]1([NH:7][C:15]([C:16]2[CH:27]=[C:23]([C:24]([NH:7][CH:1]3[CH2:6][CH2:5][CH2:4][CH2:3][CH2:2]3)=[O:25])[CH:22]=[C:18]([C:19]([NH:10][CH:13]3[CH2:14][CH2:3][CH2:2][CH2:1][CH2:6]3)=[O:20])[CH:17]=2)=[O:28])[CH2:6][CH2:5][CH2:4][CH2:3][CH2:2]1, predict the reactants needed to synthesize it. The reactants are: [CH:1]1([NH2:7])[CH2:6][CH2:5][CH2:4][CH2:3][CH2:2]1.C([N:10]([CH2:13][CH3:14])CC)C.[C:15](Cl)(=[O:28])[C:16]1[CH:27]=[C:23]([C:24](Cl)=[O:25])[CH:22]=[C:18]([C:19](Cl)=[O:20])[CH:17]=1.